From a dataset of hERG Central: cardiac toxicity at 1µM, 10µM, and general inhibition. Predict hERG channel inhibition at various concentrations. (1) The drug is CO/N=C/c1ccc(N2CCN(C(=O)c3ccc(C)cc3)CC2)c([N+](=O)[O-])c1. Results: hERG_inhib (hERG inhibition (general)): blocker. (2) The compound is Cc1ccccc1NC(=O)CCN1CCN(C/C=C/c2ccccc2)CC1. Results: hERG_inhib (hERG inhibition (general)): blocker.